From a dataset of Catalyst prediction with 721,799 reactions and 888 catalyst types from USPTO. Predict which catalyst facilitates the given reaction. (1) Reactant: [N+:1]([C:4]1[CH:5]=[CH:6][C:7]([C:10]2[CH2:15][CH2:14][N:13]([C:16]([O:18][C:19]([CH3:22])([CH3:21])[CH3:20])=[O:17])[CH2:12][CH:11]=2)=[N:8][CH:9]=1)([O-])=O.CCOC(C)=O. Product: [NH2:1][C:4]1[CH:5]=[CH:6][C:7]([CH:10]2[CH2:15][CH2:14][N:13]([C:16]([O:18][C:19]([CH3:22])([CH3:21])[CH3:20])=[O:17])[CH2:12][CH2:11]2)=[N:8][CH:9]=1. The catalyst class is: 394. (2) The catalyst class is: 6. Reactant: [N+:1]([C:4]1[CH:9]=[CH:8][C:7]([NH2:10])=[C:6]([NH2:11])[CH:5]=1)([O-:3])=[O:2].[CH3:12][C:13]([CH:15]=O)=O. Product: [CH3:15][C:13]1[CH:12]=[N:11][C:6]2[C:7](=[CH:8][CH:9]=[C:4]([N+:1]([O-:3])=[O:2])[CH:5]=2)[N:10]=1. (3) Reactant: [NH2:1][C@H:2]([C:7]([OH:9])=[O:8])[CH2:3][C:4]([OH:6])=[O:5].C([N:12](CC)CC)C.C(Cl)(=O)CCC(Cl)=O. Product: [C:4]1(=[O:5])[NH:12][C:7](=[O:9])[CH2:2][CH2:3]1.[NH2:1][C@H:2]([C:7]([OH:9])=[O:8])[CH2:3][C:4]([OH:6])=[O:5]. The catalyst class is: 7. (4) Reactant: [O:1]1[CH2:6][CH2:5][CH:4]([NH:7][NH:8][C:9]([O:11][C:12]([CH3:15])([CH3:14])[CH3:13])=[O:10])[CH2:3][CH2:2]1.[Cl:16][C:17]1[N:22]=[C:21](Cl)[C:20]([Cl:24])=[CH:19][N:18]=1.CCN(C(C)C)C(C)C. Product: [Cl:16][C:17]1[N:22]=[C:21]([N:7]([CH:4]2[CH2:3][CH2:2][O:1][CH2:6][CH2:5]2)[NH:8][C:9]([O:11][C:12]([CH3:15])([CH3:14])[CH3:13])=[O:10])[C:20]([Cl:24])=[CH:19][N:18]=1. The catalyst class is: 14. (5) Reactant: C(N(CC)CC)C.I[Si](C)(C)C.C(OC([N:20]1[CH2:25][C:24](=[O:26])[N:23]([C:27]2[CH:32]=[CH:31][CH:30]=[CH:29][C:28]=2[O:33][CH2:34][O:35][CH3:36])[CH2:22][C:21]1([CH3:38])[CH3:37])=O)(C)(C)C.C(=O)(O)[O-].[Na+]. Product: [CH3:36][O:35][CH2:34][O:33][C:28]1[CH:29]=[CH:30][CH:31]=[CH:32][C:27]=1[N:23]1[CH2:22][C:21]([CH3:37])([CH3:38])[NH:20][CH2:25][C:24]1=[O:26]. The catalyst class is: 2. (6) Reactant: [Br:1][C:2]1[CH:3]=[C:4]([Cl:13])[C:5]([C:8]([F:12])([F:11])[CH2:9][NH2:10])=[N:6][CH:7]=1.[F:14][C:15]([F:26])([F:25])[C:16]1[CH:24]=[CH:23][CH:22]=[CH:21][C:17]=1[C:18](Cl)=[O:19]. Product: [Br:1][C:2]1[CH:3]=[C:4]([Cl:13])[C:5]([C:8]([F:12])([F:11])[CH2:9][NH:10][C:18](=[O:19])[C:17]2[CH:21]=[CH:22][CH:23]=[CH:24][C:16]=2[C:15]([F:14])([F:25])[F:26])=[N:6][CH:7]=1. The catalyst class is: 46. (7) Reactant: [Na].[C:2]([O:10][CH2:11][CH3:12])(=[O:9])[CH2:3][C:4]([O:6][CH2:7][CH3:8])=[O:5].Cl[CH2:14][C:15]([O:17][CH2:18][CH3:19])=[O:16].O. Product: [CH:3]([C:4]([O:6][CH2:7][CH3:8])=[O:5])([C:2]([O:10][CH2:11][CH3:12])=[O:9])[CH2:14][C:15]([O:17][CH2:18][CH3:19])=[O:16]. The catalyst class is: 8. (8) Reactant: [CH2:1]([N:7]1[C:12](=[O:13])[CH:11]2[CH:9]([C:10]2([C:19]2[CH:24]=[CH:23][CH:22]=[C:21]([N+:25]([O-])=O)[CH:20]=2)[CH2:14][C:15]([F:18])([F:17])[F:16])[C:8]1=[O:28])[CH2:2][CH2:3][CH2:4][CH2:5][CH3:6].[Cl-].[Ca+2].[Cl-]. Product: [CH2:1]([N:7]1[C:8](=[O:28])[CH:9]2[CH:11]([C:10]2([C:19]2[CH:24]=[CH:23][CH:22]=[C:21]([NH2:25])[CH:20]=2)[CH2:14][C:15]([F:16])([F:17])[F:18])[C:12]1=[O:13])[CH2:2][CH2:3][CH2:4][CH2:5][CH3:6]. The catalyst class is: 190. (9) Reactant: [F:1][C:2]([F:15])([CH:9]([F:14])[C:10]([F:13])([F:12])[F:11])[CH2:3][CH:4]([C:7]#[N:8])[C:5]#[N:6].[Cl:16][C:17]([F:25])([CH2:22][CH2:23]Br)[C:18]([Br:21])([F:20])[F:19].C(=O)([O-])[O-].[K+].[K+].Cl. Product: [Br:21][C:18]([F:20])([F:19])[C:17]([Cl:16])([F:25])[CH2:22][CH2:23][C:4]([CH2:3][C:2]([F:15])([F:1])[CH:9]([F:14])[C:10]([F:12])([F:13])[F:11])([C:7]#[N:8])[C:5]#[N:6]. The catalyst class is: 16.